The task is: Predict the product of the given reaction.. This data is from Forward reaction prediction with 1.9M reactions from USPTO patents (1976-2016). Given the reactants [NH:1]1C2C=CC=CC=2C=CC=N1.[CH:12]1[CH:13]=[CH:14][C:15]([Cl:33])=[C:16]([C:18]2[C:25]3[CH:26]=[C:27]([N+:30]([O-:32])=[O:31])[CH:28]=[CH:29][C:24]=3[NH:23][C:21](=[O:22])[CH2:20][N:19]=2)[CH:17]=1.ClC1C=CC=CC=1C(C1C=CC=CC=1[N+]([O-])=O)=O.ClC1C=CC=CC=1C(C1C=CC=CC=1N)=O.[H][H].[Br:70][CH2:71][C:72](Br)=[O:73], predict the reaction product. The product is: [CH:12]1[CH:13]=[CH:14][C:15]([Cl:33])=[C:16]([C:18]2[C:25]3[CH:26]=[C:27]([N+:30]([O-:32])=[O:31])[CH:28]=[CH:29][C:24]=3[NH:23][C:21](=[O:22])[CH2:20][N:19]=2)[CH:17]=1.[Br:70][CH2:71][C:72]([NH2:1])=[O:73].